From a dataset of Full USPTO retrosynthesis dataset with 1.9M reactions from patents (1976-2016). Predict the reactants needed to synthesize the given product. (1) Given the product [Br:14][C:15]1[CH:16]=[C:17]([CH:22]2[CH2:26][CH2:25][CH2:24][O:23]2)[C:18]([NH:19][C:6](=[O:11])[C:7]([F:8])([F:9])[F:10])=[C:20]([N+:27]([O-:29])=[O:28])[CH:21]=1, predict the reactants needed to synthesize it. The reactants are: [F:8][C:7]([F:10])([F:9])[C:6](O[C:6](=[O:11])[C:7]([F:10])([F:9])[F:8])=[O:11].[Br:14][C:15]1[CH:21]=[CH:20][C:18]([NH2:19])=[C:17]([CH:22]2[CH2:26][CH2:25][CH2:24][O:23]2)[CH:16]=1.[N+:27]([O-])([O-:29])=[O:28].[NH4+]. (2) Given the product [CH3:23][S:22][CH2:21][CH2:20][N:4]([CH2:1][C:2]#[CH:3])[C:5]1[S:6][C:7]2[CH:13]=[C:12]([O:14][C:15]([F:18])([F:17])[F:16])[CH:11]=[CH:10][C:8]=2[N:9]=1, predict the reactants needed to synthesize it. The reactants are: [CH2:1]([NH:4][C:5]1[S:6][C:7]2[CH:13]=[C:12]([O:14][C:15]([F:18])([F:17])[F:16])[CH:11]=[CH:10][C:8]=2[N:9]=1)[C:2]#[CH:3].Cl[CH2:20][CH2:21][S:22][CH3:23].